This data is from Full USPTO retrosynthesis dataset with 1.9M reactions from patents (1976-2016). The task is: Predict the reactants needed to synthesize the given product. Given the product [C:1]([O:5][C:6](=[O:43])[N:7]([C:16]1[CH:21]=[CH:20][C:19]([C:22]([C:24]2[C:32]3[C:27](=[N:28][CH:29]=[C:30]([Cl:33])[CH:31]=3)[NH:26][CH:25]=2)=[O:23])=[CH:18][N:17]=1)[CH2:8][C:9]1[CH:14]=[CH:13][CH:12]=[CH:11][C:10]=1[F:15])([CH3:4])([CH3:2])[CH3:3], predict the reactants needed to synthesize it. The reactants are: [C:1]([O:5][C:6](=[O:43])[N:7]([C:16]1[CH:21]=[CH:20][C:19]([C:22]([C:24]2[C:32]3[C:27](=[N:28][CH:29]=[C:30]([Cl:33])[CH:31]=3)[N:26](S(C3C=CC=CC=3)(=O)=O)[CH:25]=2)=[O:23])=[CH:18][N:17]=1)[CH2:8][C:9]1[CH:14]=[CH:13][CH:12]=[CH:11][C:10]=1[F:15])([CH3:4])([CH3:3])[CH3:2].C(=O)([O-])[O-].[K+].[K+].O.